This data is from Forward reaction prediction with 1.9M reactions from USPTO patents (1976-2016). The task is: Predict the product of the given reaction. (1) Given the reactants [Cl:1][C:2]1[CH:7]=[CH:6][C:5]([C:8]2([CH3:35])[CH:12]([C:13]3[CH:18]=[CH:17][C:16]([Cl:19])=[CH:15][CH:14]=3)[N:11]([C:20](Cl)=[O:21])[C:10]([C:23]3[CH:28]=[CH:27][C:26]([O:29][CH3:30])=[CH:25][C:24]=3[O:31][CH:32]([CH3:34])[CH3:33])=[N:9]2)=[CH:4][CH:3]=1.[N:36]1([C:42](=[O:50])[CH2:43][N:44]2[CH2:49][CH2:48][NH:47][CH2:46][CH2:45]2)[CH2:41][CH2:40][O:39][CH2:38][CH2:37]1, predict the reaction product. The product is: [Cl:1][C:2]1[CH:7]=[CH:6][C:5]([C@@:8]2([CH3:35])[C@@H:12]([C:13]3[CH:14]=[CH:15][C:16]([Cl:19])=[CH:17][CH:18]=3)[N:11]([C:20]([N:47]3[CH2:48][CH2:49][N:44]([CH2:43][C:42]([N:36]4[CH2:37][CH2:38][O:39][CH2:40][CH2:41]4)=[O:50])[CH2:45][CH2:46]3)=[O:21])[C:10]([C:23]3[CH:28]=[CH:27][C:26]([O:29][CH3:30])=[CH:25][C:24]=3[O:31][CH:32]([CH3:34])[CH3:33])=[N:9]2)=[CH:4][CH:3]=1. (2) Given the reactants [CH3:1][C:2]1[O:6][C:5]([C:7]2[CH:12]=[CH:11][CH:10]=[CH:9][CH:8]=2)=[N:4][C:3]=1[CH2:13][CH2:14][O:15]S(C1C=CC(C)=CC=1)(=O)=O.[C:26]([O:30][C:31](=[O:43])[CH:32]=[CH:33][C:34]1[CH:39]=[CH:38][C:37](O)=[CH:36][C:35]=1[CH:41]=[O:42])([CH3:29])([CH3:28])[CH3:27].C(=O)([O-])[O-].[Cs+].[Cs+], predict the reaction product. The product is: [C:26]([O:30][C:31](=[O:43])[CH:32]=[CH:33][C:34]1[CH:39]=[CH:38][C:37]([O:15][CH2:14][CH2:13][C:3]2[N:4]=[C:5]([C:7]3[CH:8]=[CH:9][CH:10]=[CH:11][CH:12]=3)[O:6][C:2]=2[CH3:1])=[CH:36][C:35]=1[CH:41]=[O:42])([CH3:29])([CH3:27])[CH3:28]. (3) Given the reactants CN([P+](ON1N=NC2C=CC=CC1=2)(N(C)C)N(C)C)C.F[P-](F)(F)(F)(F)F.C(N(CC)CC)C.[NH2:35][C:36]1[N:44]=[CH:43][CH:42]=[CH:41][C:37]=1[C:38]([OH:40])=O.[C:45]1([C:51]2[CH:52]=[C:53]([CH:56]=[CH:57][CH:58]=2)[CH2:54][NH2:55])[CH:50]=[CH:49][CH:48]=[CH:47][CH:46]=1, predict the reaction product. The product is: [C:45]1([C:51]2[CH:52]=[C:53]([CH2:54][NH:55][C:38](=[O:40])[C:37]3[CH:41]=[CH:42][CH:43]=[N:44][C:36]=3[NH2:35])[CH:56]=[CH:57][CH:58]=2)[CH:46]=[CH:47][CH:48]=[CH:49][CH:50]=1. (4) Given the reactants Br[C:2]1[N:6](S(C2C=CC=CC=2)(=O)=O)[CH:5]=[C:4]([CH:16]=[O:17])[C:3]=1[CH3:18].[C:19]1(B(O)O)[CH:24]=[CH:23][CH:22]=[CH:21][CH:20]=1.C(=O)([O-])[O-].[Na+].[Na+].[OH-].[Na+], predict the reaction product. The product is: [CH3:18][C:3]1[C:4]([CH:16]=[O:17])=[CH:5][NH:6][C:2]=1[C:19]1[CH:24]=[CH:23][CH:22]=[CH:21][CH:20]=1.